From a dataset of Catalyst prediction with 721,799 reactions and 888 catalyst types from USPTO. Predict which catalyst facilitates the given reaction. Reactant: [CH3:1][O:2][C:3](=[O:13])[CH:4](Br)[C:5]1[CH:10]=[CH:9][CH:8]=[CH:7][C:6]=1[F:11].[NH2:14][C:15]1[CH:20]=[CH:19][CH:18]=[CH:17][CH:16]=1.C(N(C(C)C)C(C)C)C. Product: [CH3:1][O:2][C:3](=[O:13])[CH:4]([C:5]1[CH:10]=[CH:9][CH:8]=[CH:7][C:6]=1[F:11])[NH:14][C:15]1[CH:20]=[CH:19][CH:18]=[CH:17][CH:16]=1. The catalyst class is: 10.